The task is: Regression/Classification. Given an antibody's heavy chain and light chain sequences, predict its developability. TAP uses regression for 5 developability metrics; SAbDab uses binary classification.. This data is from Antibody developability classification from SAbDab with 2,409 antibodies. The antibody is ['EVQLVESGGGLVQPGGSLRLSCAASGFTFSSYGMSWVRQAPGKGLELVASINSNGGSTYYPDSVKGRFTISRDNAKNSLYLQMNSLRAEDTAVYYCASGDYWGQGTTVTVSS', 'DIVMTQSPLSLPVTPGEPASISCRSSQSLVYSNGDTYLHWYLQKPGQSPQLLIYKVSNRFSGVPDRFSGSGSGTDFTLKISRVEAEDVGVYYCSQSTHVPWTFGQGTKVEIK']. Result: 1 (developable).